From a dataset of NCI-60 drug combinations with 297,098 pairs across 59 cell lines. Regression. Given two drug SMILES strings and cell line genomic features, predict the synergy score measuring deviation from expected non-interaction effect. (1) Drug 1: C1=NC2=C(N=C(N=C2N1C3C(C(C(O3)CO)O)O)F)N. Drug 2: CS(=O)(=O)OCCCCOS(=O)(=O)C. Cell line: NCI-H322M. Synergy scores: CSS=3.51, Synergy_ZIP=0.522, Synergy_Bliss=-1.05, Synergy_Loewe=2.78, Synergy_HSA=-1.81. (2) Cell line: SK-MEL-28. Drug 2: C1CCN(CC1)CCOC2=CC=C(C=C2)C(=O)C3=C(SC4=C3C=CC(=C4)O)C5=CC=C(C=C5)O. Drug 1: C1CCC(C1)C(CC#N)N2C=C(C=N2)C3=C4C=CNC4=NC=N3. Synergy scores: CSS=-0.560, Synergy_ZIP=4.70, Synergy_Bliss=11.0, Synergy_Loewe=5.19, Synergy_HSA=6.08. (3) Drug 1: CN(C)N=NC1=C(NC=N1)C(=O)N. Drug 2: CN1C2=C(C=C(C=C2)N(CCCl)CCCl)N=C1CCCC(=O)O.Cl. Cell line: NCI-H322M. Synergy scores: CSS=-3.15, Synergy_ZIP=1.35, Synergy_Bliss=-0.944, Synergy_Loewe=-4.28, Synergy_HSA=-4.03. (4) Drug 1: C1CC(=O)NC(=O)C1N2CC3=C(C2=O)C=CC=C3N. Drug 2: C1=CC=C(C(=C1)C(C2=CC=C(C=C2)Cl)C(Cl)Cl)Cl. Cell line: NCI-H226. Synergy scores: CSS=7.18, Synergy_ZIP=3.58, Synergy_Bliss=4.79, Synergy_Loewe=5.96, Synergy_HSA=5.22. (5) Drug 1: COC1=C(C=C2C(=C1)N=CN=C2NC3=CC(=C(C=C3)F)Cl)OCCCN4CCOCC4. Drug 2: CNC(=O)C1=NC=CC(=C1)OC2=CC=C(C=C2)NC(=O)NC3=CC(=C(C=C3)Cl)C(F)(F)F. Cell line: HT29. Synergy scores: CSS=68.9, Synergy_ZIP=5.52, Synergy_Bliss=6.27, Synergy_Loewe=8.16, Synergy_HSA=7.66. (6) Drug 1: C1=CC(=CC=C1CC(C(=O)O)N)N(CCCl)CCCl.Cl. Drug 2: CC1C(C(CC(O1)OC2CC(CC3=C2C(=C4C(=C3O)C(=O)C5=C(C4=O)C(=CC=C5)OC)O)(C(=O)CO)O)N)O.Cl. Cell line: OVCAR-5. Synergy scores: CSS=31.0, Synergy_ZIP=0.841, Synergy_Bliss=0.798, Synergy_Loewe=-7.00, Synergy_HSA=-1.11. (7) Drug 1: C1=NC2=C(N=C(N=C2N1C3C(C(C(O3)CO)O)O)F)N. Drug 2: CNC(=O)C1=NC=CC(=C1)OC2=CC=C(C=C2)NC(=O)NC3=CC(=C(C=C3)Cl)C(F)(F)F. Cell line: RXF 393. Synergy scores: CSS=-0.0360, Synergy_ZIP=1.11, Synergy_Bliss=2.26, Synergy_Loewe=1.59, Synergy_HSA=0.660. (8) Drug 1: C1=NC2=C(N1)C(=S)N=C(N2)N. Drug 2: CC1C(C(CC(O1)OC2CC(CC3=C2C(=C4C(=C3O)C(=O)C5=CC=CC=C5C4=O)O)(C(=O)C)O)N)O. Cell line: NCIH23. Synergy scores: CSS=44.3, Synergy_ZIP=-14.0, Synergy_Bliss=-19.6, Synergy_Loewe=-17.3, Synergy_HSA=-16.0. (9) Drug 1: C1CCC(CC1)NC(=O)N(CCCl)N=O. Drug 2: CCC1=C2CN3C(=CC4=C(C3=O)COC(=O)C4(CC)O)C2=NC5=C1C=C(C=C5)O. Cell line: K-562. Synergy scores: CSS=34.9, Synergy_ZIP=-5.11, Synergy_Bliss=-2.90, Synergy_Loewe=-4.23, Synergy_HSA=0.499.